Dataset: Forward reaction prediction with 1.9M reactions from USPTO patents (1976-2016). Task: Predict the product of the given reaction. (1) Given the reactants [H-].[Na+].[Cl:3][C:4]1[CH:9]=[CH:8][CH:7]=[C:6]([Cl:10])[C:5]=1[C:11]1[CH:16]=[C:15]([F:17])[CH:14]=[C:13]([OH:18])[C:12]=1[O:19][CH3:20].S([C:25]1[CH:31]=CC(C)=C[CH:26]=1)([O-])(=O)=O.CN(C=[O:36])C, predict the reaction product. The product is: [Cl:3][C:4]1[CH:9]=[CH:8][CH:7]=[C:6]([Cl:10])[C:5]=1[C:11]1[CH:16]=[C:15]([F:17])[CH:14]=[C:13]([O:18][CH2:26][C@H:25]2[CH2:31][O:36]2)[C:12]=1[O:19][CH3:20]. (2) Given the reactants [NH2:1][C:2]1[S:3][C:4]([C:11]2[CH:16]=[CH:15][CH:14]=[CH:13][CH:12]=2)=[C:5]([CH3:10])[C:6]=1[C:7]([NH2:9])=[O:8].[N-:17]=[C:18]=[O:19].[Na+], predict the reaction product. The product is: [NH2:17][C:18]([NH:1][C:2]1[S:3][C:4]([C:11]2[CH:16]=[CH:15][CH:14]=[CH:13][CH:12]=2)=[C:5]([CH3:10])[C:6]=1[C:7]([NH2:9])=[O:8])=[O:19]. (3) Given the reactants [C:1]1(P(C2C=CC=CC=2)C2C=CC=CC=2)[CH:6]=CC=C[CH:2]=1.CCOC(/N=N/C(OCC)=O)=O.[OH:32][C:33]1[CH:34]=[C:35]([C:39]2[C:47]3[C:42](=[CH:43][CH:44]=[C:45]([C:48]#[N:49])[CH:46]=3)[N:41](C3CCCCO3)[N:40]=2)[CH:36]=[CH:37][CH:38]=1.OC1C=C(C2C3[C:66](=CC=C(C#N)C=3)[N:65]([CH:74]3CCCCO3)N=2)C=CC=1.Cl, predict the reaction product. The product is: [CH3:66][N:65]([CH3:74])[CH2:2][CH2:1][CH2:6][O:32][C:33]1[CH:34]=[C:35]([C:39]2[C:47]3[C:42](=[CH:43][CH:44]=[C:45]([C:48]#[N:49])[CH:46]=3)[NH:41][N:40]=2)[CH:36]=[CH:37][CH:38]=1.